This data is from Catalyst prediction with 721,799 reactions and 888 catalyst types from USPTO. The task is: Predict which catalyst facilitates the given reaction. Reactant: [Br:1][C:2]1[CH:3]=[CH:4][C:5]([OH:10])=[C:6]([CH:9]=1)[C:7]#[N:8].CN(C=O)C.C(=O)([O-])[O-].[K+].[K+].Br[CH:23]1[CH2:26][CH2:25][CH2:24]1. Product: [Br:1][C:2]1[CH:3]=[CH:4][C:5]([O:10][CH:23]2[CH2:26][CH2:25][CH2:24]2)=[C:6]([CH:9]=1)[C:7]#[N:8]. The catalyst class is: 6.